Dataset: Catalyst prediction with 721,799 reactions and 888 catalyst types from USPTO. Task: Predict which catalyst facilitates the given reaction. (1) Reactant: [NH2:1][C:2]1[S:3][CH:4]=[CH:5][N:6]=1.[CH:7]1[C:12]([S:13](Cl)(=[O:15])=[O:14])=[CH:11][CH:10]=[C:9]([I:17])[CH:8]=1.Cl.S1C(N)=NC=N1. Product: [I:17][C:9]1[CH:8]=[CH:7][C:12]([S:13]([NH:1][C:2]2[S:3][CH:4]=[CH:5][N:6]=2)(=[O:15])=[O:14])=[CH:11][CH:10]=1. The catalyst class is: 17. (2) Reactant: Cl.[I:2][C:3]1[CH:4]=[CH:5][C:6]2[N:7]([CH:9]=[C:10]([NH2:12])[N:11]=2)[N:8]=1.Cl[C:14](OC1C=CC(C(OC)=O)=CC=1)=[O:15].[CH2:27]([CH2:29][NH2:30])[OH:28]. Product: [OH:28][CH2:27][CH2:29][NH:30][C:14]([NH:12][C:10]1[N:11]=[C:6]2[CH:5]=[CH:4][C:3]([I:2])=[N:8][N:7]2[CH:9]=1)=[O:15]. The catalyst class is: 79. (3) Reactant: [Cl-].Cl[CH:3]=[N+](C)C.[CH2:7]([N:9]([CH2:22][CH3:23])[CH2:10][CH2:11][NH:12][C:13]([C:15]1[C:19]([CH3:20])=[CH:18][NH:17][C:16]=1[CH3:21])=[O:14])[CH3:8].[F:24][C:25]1[CH:26]=[C:27]2[C:31](=[CH:32][CH:33]=1)[NH:30][C:29](=[O:34])[CH2:28]2.[OH-].[K+]. Product: [CH2:22]([N:9]([CH2:7][CH3:8])[CH2:10][CH2:11][NH:12][C:13]([C:15]1[C:19]([CH3:20])=[C:18](/[CH:3]=[C:28]2\[C:29](=[O:34])[NH:30][C:31]3[C:27]\2=[CH:26][C:25]([F:24])=[CH:33][CH:32]=3)[NH:17][C:16]=1[CH3:21])=[O:14])[CH3:23]. The catalyst class is: 10. (4) Reactant: [NH:1]1[C:9]2[C:4](=[CH:5][CH:6]=[C:7]([C:10]#[N:11])[CH:8]=2)[CH:3]=[N:2]1.[H-].[Na+].Cl[C:15]1[N:20]=[CH:19][N:18]=[C:17]([NH:21][C:22]2[C:23]([O:28][CH3:29])=[N:24][CH:25]=[CH:26][CH:27]=2)[N:16]=1. Product: [CH3:29][O:28][C:23]1[C:22]([NH:21][C:17]2[N:16]=[CH:15][N:20]=[C:19]([N:1]3[C:9]4[C:4](=[CH:5][CH:6]=[C:7]([C:10]#[N:11])[CH:8]=4)[CH:3]=[N:2]3)[N:18]=2)=[CH:27][CH:26]=[CH:25][N:24]=1. The catalyst class is: 3. (5) Reactant: [F:1][C:2]([F:15])([F:14])[S:3]([O:6]S(C(F)(F)F)(=O)=O)(=[O:5])=[O:4].O[C:17]1[CH:25]=[CH:24][CH:23]=[C:22]2[C:18]=1[CH2:19][C:20]([CH3:30])([C:26]([O:28][CH3:29])=[O:27])[CH2:21]2.O. Product: [CH3:30][C:20]1([C:26]([O:28][CH3:29])=[O:27])[CH2:21][C:22]2[C:18](=[CH:17][CH:25]=[CH:24][C:23]=2[O:6][S:3]([C:2]([F:15])([F:14])[F:1])(=[O:5])=[O:4])[CH2:19]1. The catalyst class is: 17.